From a dataset of Catalyst prediction with 721,799 reactions and 888 catalyst types from USPTO. Predict which catalyst facilitates the given reaction. (1) Reactant: C([CH:3]([C:7](Cl)=[O:8])[C:4](Cl)=[O:5])C.[CH3:10][O:11][C:12]([C:14]1[S:15][CH:16]=[CH:17][C:18]=1[NH2:19])=[O:13].N1[CH:25]=[CH:24]C=CC=1.C([OH:28])C. Product: [CH3:10][O:11][C:12]([C:14]1[S:15][CH:16]=[CH:17][C:18]=1[NH:19][C:7](=[O:8])[CH2:3][C:4]([O:5][CH2:24][CH3:25])=[O:28])=[O:13]. The catalyst class is: 11. (2) Reactant: [BH4-].[Na+].[C:3]1([C@@H:9]([N:11]=[C:12]2[C:33]3[C:28](=[CH:29][CH:30]=[CH:31][CH:32]=3)[C:15]3([CH2:20][CH2:19][N:18]([C:21]([O:23][C:24]([CH3:27])([CH3:26])[CH3:25])=[O:22])[CH2:17][CH2:16]3)[CH2:14][CH2:13]2)[CH3:10])[CH:8]=[CH:7][CH:6]=[CH:5][CH:4]=1.C([O-])(O)=O.[Na+]. Product: [C:3]1([C@@H:9]([NH:11][C@@H:12]2[C:33]3[C:28](=[CH:29][CH:30]=[CH:31][CH:32]=3)[C:15]3([CH2:16][CH2:17][N:18]([C:21]([O:23][C:24]([CH3:26])([CH3:27])[CH3:25])=[O:22])[CH2:19][CH2:20]3)[CH2:14][CH2:13]2)[CH3:10])[CH:8]=[CH:7][CH:6]=[CH:5][CH:4]=1. The catalyst class is: 5. (3) Reactant: Cl[CH2:2][C:3]1[CH:8]=[CH:7][C:6]([CH2:9][CH2:10][CH3:11])=[CH:5][C:4]=1[O:12][CH3:13].[OH:14][C:15]1[CH:24]=[C:23]2[C:18]([CH:19]=[C:20]([CH:25]=[O:26])[CH2:21][O:22]2)=[CH:17][CH:16]=1.C([O-])([O-])=O.[K+].[K+].[I-].[Na+]. Product: [CH3:13][O:12][C:4]1[CH:5]=[C:6]([CH2:9][CH2:10][CH3:11])[CH:7]=[CH:8][C:3]=1[CH2:2][O:14][C:15]1[CH:24]=[C:23]2[C:18]([CH:19]=[C:20]([CH:25]=[O:26])[CH2:21][O:22]2)=[CH:17][CH:16]=1. The catalyst class is: 18. (4) Reactant: [Na].[N+](C(C)C)([O-])=[O:3].[Br:8][C:9]1[C:18]([CH2:19]Br)=[CH:17][C:16]2[C:15]([CH3:22])([CH3:21])[CH2:14][CH2:13][C:12]([CH3:24])([CH3:23])[C:11]=2[CH:10]=1. Product: [Br:8][C:9]1[C:18]([CH:19]=[O:3])=[CH:17][C:16]2[C:15]([CH3:22])([CH3:21])[CH2:14][CH2:13][C:12]([CH3:24])([CH3:23])[C:11]=2[CH:10]=1. The catalyst class is: 8. (5) Reactant: [Br:1][C:2]1[N:6]([CH2:7][CH3:8])[C:5]([CH:9]([NH:17][C:18]2[CH:23]=[C:22]([Cl:24])[CH:21]=[CH:20][C:19]=2[CH3:25])[C:10]2[CH:15]=[CH:14][C:13]([Cl:16])=[CH:12][CH:11]=2)=[C:4]([C:26](O)=[O:27])[CH:3]=1.CN(C(ON1N=NC2C=CC=CC1=2)=[N+](C)C)C.[B-](F)(F)(F)F.CCN(C(C)C)C(C)C. Product: [Br:1][C:2]1[N:6]([CH2:7][CH3:8])[C:5]2[CH:9]([C:10]3[CH:15]=[CH:14][C:13]([Cl:16])=[CH:12][CH:11]=3)[N:17]([C:18]3[CH:23]=[C:22]([Cl:24])[CH:21]=[CH:20][C:19]=3[CH3:25])[C:26](=[O:27])[C:4]=2[CH:3]=1. The catalyst class is: 6. (6) Reactant: [CH2:1]([O:8][C:9]1[CH:10]=[CH:11][C:12]([CH2:16][CH3:17])=[C:13]([OH:15])[CH:14]=1)[C:2]1[CH:7]=[CH:6][CH:5]=[CH:4][CH:3]=1.[H-].[Na+].Cl[CH2:21][O:22][CH3:23].O. Product: [CH2:1]([O:8][C:9]1[CH:10]=[CH:11][C:12]([CH2:16][CH3:17])=[C:13]([O:15][CH2:21][O:22][CH3:23])[CH:14]=1)[C:2]1[CH:3]=[CH:4][CH:5]=[CH:6][CH:7]=1. The catalyst class is: 7.